This data is from Full USPTO retrosynthesis dataset with 1.9M reactions from patents (1976-2016). The task is: Predict the reactants needed to synthesize the given product. (1) Given the product [NH2:1][C:4]1[C:9]([C:10]([O:12][CH2:13][CH3:14])=[O:11])=[CH:8][N:7]=[C:6]([Cl:15])[C:5]=1[Cl:16], predict the reactants needed to synthesize it. The reactants are: [N:1]([C:4]1[C:9]([C:10]([O:12][CH2:13][CH3:14])=[O:11])=[CH:8][N:7]=[C:6]([Cl:15])[C:5]=1[Cl:16])=[N+]=[N-].[NH4+].[Cl-]. (2) Given the product [C:40]([O:39][C:37]([N:33]([C:30]1[CH:31]=[CH:32][C:27]([NH:26][C:23](=[O:24])[CH2:22][C:19]2[CH:20]=[CH:21][C:16]([O:15][C:6]3[C:5]4[C:10](=[CH:11][C:12]([O:13][CH3:14])=[C:3]([O:2][CH3:1])[CH:4]=4)[N:9]=[CH:8][N:7]=3)=[CH:17][CH:18]=2)=[N:28][CH:29]=1)[CH2:34][CH2:35][CH3:36])=[O:38])([CH3:41])([CH3:42])[CH3:43], predict the reactants needed to synthesize it. The reactants are: [CH3:1][O:2][C:3]1[CH:4]=[C:5]2[C:10](=[CH:11][C:12]=1[O:13][CH3:14])[N:9]=[CH:8][N:7]=[C:6]2[O:15][C:16]1[CH:21]=[CH:20][C:19]([CH2:22][C:23](O)=[O:24])=[CH:18][CH:17]=1.[NH2:26][C:27]1[CH:32]=[CH:31][C:30]([N:33]([C:37]([O:39][C:40]([CH3:43])([CH3:42])[CH3:41])=[O:38])[CH2:34][CH2:35][CH3:36])=[CH:29][N:28]=1. (3) Given the product [CH2:1]([C:8]1[S:12][C:11]([NH:13][C:27](=[O:28])[C:26]2[CH:30]=[CH:31][C:32]([O:33][CH3:34])=[C:24]([O:23][CH3:22])[CH:25]=2)=[N:10][C:9]=1[C:14]1[CH:15]=[CH:16][C:17]([O:20][CH3:21])=[CH:18][CH:19]=1)[C:2]1[CH:3]=[CH:4][CH:5]=[CH:6][CH:7]=1, predict the reactants needed to synthesize it. The reactants are: [CH2:1]([C:8]1[S:12][C:11]([NH2:13])=[N:10][C:9]=1[C:14]1[CH:19]=[CH:18][C:17]([O:20][CH3:21])=[CH:16][CH:15]=1)[C:2]1[CH:7]=[CH:6][CH:5]=[CH:4][CH:3]=1.[CH3:22][O:23][C:24]1[CH:25]=[C:26]([CH:30]=[CH:31][C:32]=1[O:33][CH3:34])[C:27](Cl)=[O:28]. (4) The reactants are: Cl.[NH2:2][C@H:3]([C:14]([O:16][CH3:17])=[O:15])[CH2:4][C:5]1[C:13]2[C:8](=[CH:9][CH:10]=[CH:11][CH:12]=2)[NH:7][CH:6]=1.C(N(CC)CC)C.[CH3:25][C:26]([CH3:31])=[CH:27][C:28](O)=[O:29].CCN=C=NCCCN(C)C.Cl. Given the product [CH3:25][C:26]([CH3:31])=[CH:27][C:28]([NH:2][C@H:3]([C:14]([O:16][CH3:17])=[O:15])[CH2:4][C:5]1[C:13]2[C:8](=[CH:9][CH:10]=[CH:11][CH:12]=2)[NH:7][CH:6]=1)=[O:29], predict the reactants needed to synthesize it. (5) Given the product [Cl:11][C:8]1[CH:9]=[CH:10][C:5]([C:3]2[N:18]=[C:15]([CH3:16])[S:17][CH:2]=2)=[CH:6][C:7]=1[N+:12]([O-:14])=[O:13], predict the reactants needed to synthesize it. The reactants are: Br[CH2:2][C:3]([C:5]1[CH:10]=[CH:9][C:8]([Cl:11])=[C:7]([N+:12]([O-:14])=[O:13])[CH:6]=1)=O.[C:15]([NH2:18])(=[S:17])[CH3:16]. (6) Given the product [C:20]([N:17]1[CH2:18][CH2:19][N:14]2[N:13]=[C:12]([NH:11][C:2]3[C:3](=[O:10])[N:4]([CH3:9])[CH:5]=[C:6]([Br:8])[CH:7]=3)[CH:23]=[C:15]2[CH2:16]1)(=[O:22])[CH3:21], predict the reactants needed to synthesize it. The reactants are: Br[C:2]1[C:3](=[O:10])[N:4]([CH3:9])[CH:5]=[C:6]([Br:8])[CH:7]=1.[NH2:11][C:12]1[CH:23]=[C:15]2[CH2:16][N:17]([C:20](=[O:22])[CH3:21])[CH2:18][CH2:19][N:14]2[N:13]=1.CC1(C)C2C(=C(P(C3C=CC=CC=3)C3C=CC=CC=3)C=CC=2)OC2C(P(C3C=CC=CC=3)C3C=CC=CC=3)=CC=CC1=2.C(=O)([O-])[O-].[Cs+].[Cs+]. (7) Given the product [Cl:2][C:3]1[CH:4]=[C:5]([CH:6]=[CH:7][CH:8]=1)[NH:9][C:10]([NH:11][N:12]=[C:23]1[C:22]2[C:17](=[CH:18][CH:19]=[C:20]([S:25][CH2:26][CH2:27][CH2:28][C:29]3[CH:30]=[CH:31][C:32]([C:33]([OH:35])=[O:34])=[CH:36][CH:37]=3)[CH:21]=2)[N:16]([CH2:38][CH2:39][CH2:40][CH2:41][CH2:42][CH3:43])[C:15]1=[O:14])=[O:13], predict the reactants needed to synthesize it. The reactants are: Cl.[Cl:2][C:3]1[CH:4]=[C:5]([NH:9][C:10](=[O:13])[NH:11][NH2:12])[CH:6]=[CH:7][CH:8]=1.[O:14]=[C:15]1[C:23](=O)[C:22]2[C:17](=[CH:18][CH:19]=[C:20]([S:25][CH2:26][CH2:27][CH2:28][C:29]3[CH:37]=[CH:36][C:32]([C:33]([OH:35])=[O:34])=[CH:31][CH:30]=3)[CH:21]=2)[N:16]1[CH2:38][CH2:39][CH2:40][CH2:41][CH2:42][CH3:43]. (8) Given the product [CH2:1]([O:5][CH2:6][CH2:7][O:8][C:9]1[CH:10]=[CH:11][C:12]([C:15]2[CH:20]=[CH:19][C:18]([C:21]([OH:23])=[O:22])=[C:17]([F:32])[CH:16]=2)=[CH:13][CH:14]=1)[CH2:2][CH2:3][CH3:4], predict the reactants needed to synthesize it. The reactants are: [CH2:1]([O:5][CH2:6][CH2:7][O:8][C:9]1[CH:14]=[CH:13][C:12]([C:15]2[CH:20]=[CH:19][C:18]([C:21]([O:23]CCC3C=CC=CN=3)=[O:22])=[C:17]([F:32])[CH:16]=2)=[CH:11][CH:10]=1)[CH2:2][CH2:3][CH3:4]. (9) The reactants are: [Si:1]([O:8][C@H:9]([CH2:49][O:50][Si:51]([C:54]([CH3:57])([CH3:56])[CH3:55])([CH3:53])[CH3:52])[CH2:10][C@H:11]1[O:15][C@@H:14]([CH2:16][C@H:17]2[O:22][C@@H:21]([CH2:23][CH2:24][C@@H:25]3[O:29][C@@H:28]([CH2:30][CH2:31][CH2:32][OH:33])[CH2:27][C:26]3=[CH2:34])[CH2:20][C@@H:19]([CH3:35])[C:18]2=[CH2:36])[C@H:13]([CH2:37][S:38]([C:41]2[CH:46]=[CH:45][CH:44]=[CH:43][CH:42]=2)(=[O:40])=[O:39])[C@H:12]1[O:47][CH3:48])([C:4]([CH3:7])([CH3:6])[CH3:5])([CH3:3])[CH3:2].C(O)(=O)C1C=CC=CC=1.C(=O)(O)[O-].[Na+].CC(OC)(C)C. Given the product [Si:1]([O:8][C@H:9]([CH2:49][O:50][Si:51]([C:54]([CH3:55])([CH3:57])[CH3:56])([CH3:52])[CH3:53])[CH2:10][C@H:11]1[O:15][C@@H:14]([CH2:16][C@H:17]2[O:22][C@@H:21]([CH2:23][CH2:24][C@@H:25]3[O:29][C@@H:28](/[CH:30]=[CH:31]/[CH:32]=[O:33])[CH2:27][C:26]3=[CH2:34])[CH2:20][C@@H:19]([CH3:35])[C:18]2=[CH2:36])[C@H:13]([CH2:37][S:38]([C:41]2[CH:42]=[CH:43][CH:44]=[CH:45][CH:46]=2)(=[O:39])=[O:40])[C@H:12]1[O:47][CH3:48])([C:4]([CH3:5])([CH3:6])[CH3:7])([CH3:3])[CH3:2], predict the reactants needed to synthesize it.